Dataset: Reaction yield outcomes from USPTO patents with 853,638 reactions. Task: Predict the reaction yield, written as a fraction of the theoretical maximum amount of product (1.0 means a 100% yield; for example, 0.34 means a 34% yield). (1) The reactants are [F:1][C:2]1[CH:3]=[C:4]([CH:6]=[CH:7][C:8]=1[N:9]1[CH2:14][CH2:13][N:12]([CH3:15])[CH2:11][CH2:10]1)[NH2:5].C[Al](C)C.C[O:21][C:22](=O)/[CH:23]=[C:24](\[NH:26][C:27](=O)[CH2:28][O:29][C:30]1[CH:35]=[CH:34][CH:33]=[C:32]([F:36])[CH:31]=1)/[CH3:25]. The catalyst is C(Cl)Cl. The product is [F:1][C:2]1[CH:3]=[C:4]([N:5]2[C:22](=[O:21])[CH:23]=[C:24]([CH3:25])[N:26]=[C:27]2[CH2:28][O:29][C:30]2[CH:35]=[CH:34][CH:33]=[C:32]([F:36])[CH:31]=2)[CH:6]=[CH:7][C:8]=1[N:9]1[CH2:10][CH2:11][N:12]([CH3:15])[CH2:13][CH2:14]1. The yield is 0.730. (2) The reactants are Cl[C:2]1[N:3]([CH2:10][C@:11]([OH:31])([CH3:30])[CH2:12][N:13]2[N:17]=[C:16]([C:18]3[CH:23]=[CH:22][C:21]([O:24][C:25]([F:28])([F:27])[F:26])=[CH:20][CH:19]=3)[O:15][C:14]2=[O:29])[CH:4]=[C:5]([N+:7]([O-:9])=[O:8])[N:6]=1.[H-].[Na+]. The catalyst is O1CCOCC1. The product is [CH3:30][C@@:11]1([CH2:12][N:13]2[N:17]=[C:16]([C:18]3[CH:23]=[CH:22][C:21]([O:24][C:25]([F:28])([F:27])[F:26])=[CH:20][CH:19]=3)[O:15][C:14]2=[O:29])[O:31][C:2]2=[N:6][C:5]([N+:7]([O-:9])=[O:8])=[CH:4][N:3]2[CH2:10]1. The yield is 0.400. (3) The product is [CH2:1]([O:3][C:4]([C:5]1[CH:10]=[C:9]2[C:8](=[CH:7][CH:6]=1)[NH:11][CH:12]([C:13]1[CH:18]=[C:17]([O:19][CH3:20])[CH:16]=[C:15]([Br:21])[CH:14]=1)[C:24]([CH3:26])([CH3:25])[CH:23]2[OH:27])=[O:22])[CH3:2]. The catalyst is O1CCCC1.O.[O-]S(C(F)(F)F)(=O)=O.[Yb+3].[O-]S(C(F)(F)F)(=O)=O.[O-]S(C(F)(F)F)(=O)=O. The reactants are [CH2:1]([O:3][C:4](=[O:22])[C:5]1[CH:10]=[CH:9][C:8]([N:11]=[CH:12][C:13]2[CH:18]=[C:17]([O:19][CH3:20])[CH:16]=[C:15]([Br:21])[CH:14]=2)=[CH:7][CH:6]=1)[CH3:2].[CH:23](=[O:27])[CH:24]([CH3:26])[CH3:25].O. The yield is 1.00. (4) The reactants are [CH2:1]([N:8]1[CH2:12][C@@H:11]([CH3:13])[C@@:10]([CH2:17][C:18]([O:20][C:21]([CH3:24])([CH3:23])[CH3:22])=[O:19])([C:14]([OH:16])=O)[CH2:9]1)[C:2]1[CH:7]=[CH:6][CH:5]=[CH:4][CH:3]=1.[F:25][CH:26]([CH2:35][CH2:36][CH3:37])[CH2:27][N:28]1[CH2:33][CH2:32][CH:31]([NH2:34])[CH2:30][CH2:29]1.C(N(CC)CC)C.C1CN([P+](ON2N=NC3C=CC=CC2=3)(N2CCCC2)N2CCCC2)CC1.F[P-](F)(F)(F)(F)F. The catalyst is O.CN(C)C=O. The product is [CH2:1]([N:8]1[CH2:12][C@@H:11]([CH3:13])[C@@:10]([CH2:17][C:18]([O:20][C:21]([CH3:24])([CH3:23])[CH3:22])=[O:19])([C:14](=[O:16])[NH:34][CH:31]2[CH2:32][CH2:33][N:28]([CH2:27][CH:26]([F:25])[CH2:35][CH2:36][CH3:37])[CH2:29][CH2:30]2)[CH2:9]1)[C:2]1[CH:3]=[CH:4][CH:5]=[CH:6][CH:7]=1. The yield is 0.355. (5) The reactants are Cl[C:2]1[N:3]([CH2:21][CH2:22][CH3:23])[C:4](=[O:20])[C:5]2[NH:6][C:7]([C:11]34[CH2:18][CH:17]5[CH2:19][CH:13]([CH2:14][CH:15]3[CH2:16]5)[CH2:12]4)=[N:8][C:9]=2[N:10]=1.[C:24]([O-:27])([O-])=[O:25].[K+].[K+].FC(F)(F)[C:32]1[CH:37]=[CH:36][C:35]([OH:38])=[CH:34][CH:33]=1. The catalyst is CN1CCCC1=O.C(OCC)(=O)C.O. The product is [CH2:14]1[CH:15]2[C:11]3([C:7]4[NH:6][C:5]5[C:4](=[O:20])[N:3]([CH2:21][CH2:22][CH3:23])[C:2]([O:38][C:35]6[CH:36]=[CH:37][C:32]([C:24]([OH:27])=[O:25])=[CH:33][CH:34]=6)=[N:10][C:9]=5[N:8]=4)[CH2:18][CH:17]([CH2:19][CH:13]1[CH2:12]3)[CH2:16]2. The yield is 0.0900. (6) The reactants are [NH2:1][C:2]1[CH:7]=[CH:6][C:5]([C:8]2([C:13]3[CH:18]=[CH:17][C:16]([Cl:19])=[CH:15][CH:14]=3)[O:12]CCO2)=[CH:4][C:3]=1[CH:20]([C:22]1[CH:27]=[CH:26][CH:25]=[C:24]([Cl:28])[CH:23]=1)O.[SH:29][CH2:30][C:31]([OH:33])=[O:32]. The catalyst is Cl. The product is [NH2:1][C:2]1[CH:7]=[CH:6][C:5]([C:8](=[O:12])[C:13]2[CH:18]=[CH:17][C:16]([Cl:19])=[CH:15][CH:14]=2)=[CH:4][C:3]=1[CH:20]([C:22]1[CH:27]=[CH:26][CH:25]=[C:24]([Cl:28])[CH:23]=1)[S:29][CH2:30][C:31]([OH:33])=[O:32]. The yield is 0.905. (7) The reactants are Cl.[CH3:2][N:3]([CH3:24])[C:4]1[C:9]2[CH2:10][O:11][C@@H:12]3[C@H:16]([C:8]=2[CH:7]=[CH:6][CH:5]=1)[CH2:15][N:14](C(OC(C)(C)C)=O)[CH2:13]3.CO. The catalyst is O1CCOCC1. The product is [CH3:2][N:3]([CH3:24])[C:4]1[CH:5]=[CH:6][CH:7]=[C:8]2[C@H:16]3[C@H:12]([CH2:13][NH:14][CH2:15]3)[O:11][CH2:10][C:9]=12. The yield is 0.670.